From a dataset of Catalyst prediction with 721,799 reactions and 888 catalyst types from USPTO. Predict which catalyst facilitates the given reaction. (1) Reactant: [Cl:1][C:2]1[N:10]=[C:9]([Cl:11])[C:8]([F:12])=[CH:7][C:3]=1[C:4](O)=[O:5].S(Cl)(Cl)=O.C[N:18](C)C=O. Product: [Cl:1][C:2]1[N:10]=[C:9]([Cl:11])[C:8]([F:12])=[CH:7][C:3]=1[C:4]([NH2:18])=[O:5]. The catalyst class is: 11. (2) Reactant: C([O:3][C:4]([C:6]1[CH:10]=[C:9]([CH2:11][O:12][CH2:13][CH2:14][O:15][CH2:16][CH2:17][O:18][CH3:19])[N:8]([CH2:20][C:21]2[CH:25]=[C:24]([C:26]3[S:27][C:28]([Cl:31])=[CH:29][CH:30]=3)[O:23][N:22]=2)[N:7]=1)=[O:5])C.[OH-].[Na+].Cl. Product: [Cl:31][C:28]1[S:27][C:26]([C:24]2[O:23][N:22]=[C:21]([CH2:20][N:8]3[C:9]([CH2:11][O:12][CH2:13][CH2:14][O:15][CH2:16][CH2:17][O:18][CH3:19])=[CH:10][C:6]([C:4]([OH:5])=[O:3])=[N:7]3)[CH:25]=2)=[CH:30][CH:29]=1. The catalyst class is: 20. (3) Reactant: [CH:1]([C:3]1[C:11]2[C:10]([C:12]([O:14][CH3:15])=[O:13])=[CH:9][CH:8]=[CH:7][C:6]=2[NH:5][N:4]=1)=[O:2].[H-].[Na+].Br[CH2:19][C:20]1[CH:25]=[C:24]([Cl:26])[CH:23]=[CH:22][C:21]=1[O:27][CH2:28][C:29]1[CH:34]=[CH:33][C:32]([Cl:35])=[CH:31][C:30]=1[F:36].O. Product: [Cl:26][C:24]1[CH:23]=[CH:22][C:21]([O:27][CH2:28][C:29]2[CH:34]=[CH:33][C:32]([Cl:35])=[CH:31][C:30]=2[F:36])=[C:20]([CH:25]=1)[CH2:19][N:5]1[C:6]2[CH:7]=[CH:8][CH:9]=[C:10]([C:12]([O:14][CH3:15])=[O:13])[C:11]=2[C:3]([CH:1]=[O:2])=[N:4]1. The catalyst class is: 3. (4) Reactant: [F:1][C:2]1[CH:3]=[C:4]([CH:8]=[CH:9][N:10]=1)[C:5]([OH:7])=O.CN(C(ON1N=NC2C=CC=NC1=2)=[N+](C)C)C.F[P-](F)(F)(F)(F)F.CCN(CC)CC.FC(F)(F)C(O)=O.[CH:49]1([C@H:55]([NH:60][C:61]([C:63]2[O:64][C:65]([C:68]3[CH:73]=[CH:72][CH:71]=[C:70]([CH2:74][NH2:75])[CH:69]=3)=[CH:66][CH:67]=2)=[O:62])[C:56](=[O:59])[NH:57][CH3:58])[CH2:54][CH2:53][CH2:52][CH2:51][CH2:50]1. Product: [CH:49]1([C@H:55]([NH:60][C:61]([C:63]2[O:64][C:65]([C:68]3[CH:69]=[C:70]([CH:71]=[CH:72][CH:73]=3)[CH2:74][NH:75][C:5](=[O:7])[C:4]3[CH:8]=[CH:9][N:10]=[C:2]([F:1])[CH:3]=3)=[CH:66][CH:67]=2)=[O:62])[C:56](=[O:59])[NH:57][CH3:58])[CH2:54][CH2:53][CH2:52][CH2:51][CH2:50]1. The catalyst class is: 39. (5) Reactant: [CH3:1][N:2]([CH3:14])[CH2:3][CH2:4][CH2:5][CH2:6][O:7][C:8]1[CH:9]=[N:10][CH:11]=[CH:12][CH:13]=1.[O:15]=[C:16]([OH:28])[C@@H:17]([C@H:19]([C@H:21]([C@@H:23]([C:25]([OH:27])=[O:26])[OH:24])[OH:22])[OH:20])[OH:18].O. Product: [O:15]=[C:16]([OH:28])[C@@H:17]([C@H:19]([C@H:21]([C@@H:23]([C:25]([OH:27])=[O:26])[OH:24])[OH:22])[OH:20])[OH:18].[CH3:14][N:2]([CH3:1])[CH2:3][CH2:4][CH2:5][CH2:6][O:7][C:8]1[CH:9]=[N:10][CH:11]=[CH:12][CH:13]=1.[CH3:1][N:2]([CH2:3][CH2:4][CH2:5][CH2:6][O:7][C:8]1[CH:9]=[N:10][CH:11]=[CH:12][CH:13]=1)[CH3:14]. The catalyst class is: 8.